From a dataset of Full USPTO retrosynthesis dataset with 1.9M reactions from patents (1976-2016). Predict the reactants needed to synthesize the given product. Given the product [C:7]1([N:1]2[CH2:2][CH2:3][N:4]([CH2:17][C:18]#[N:19])[CH2:5][CH2:6]2)[C:16]2[C:11](=[CH:12][CH:13]=[CH:14][CH:15]=2)[CH:10]=[CH:9][N:8]=1, predict the reactants needed to synthesize it. The reactants are: [N:1]1([C:7]2[C:16]3[C:11](=[CH:12][CH:13]=[CH:14][CH:15]=3)[CH:10]=[CH:9][N:8]=2)[CH2:6][CH2:5][NH:4][CH2:3][CH2:2]1.[CH3:17][CH2:18][N:19](CC)CC.ClCC#N.